This data is from Forward reaction prediction with 1.9M reactions from USPTO patents (1976-2016). The task is: Predict the product of the given reaction. (1) The product is: [CH3:1][C:2]1[CH:3]=[CH:4][C:5]([S:8]([O:11][C:12]2[CH:13]=[CH:14][CH:15]=[C:16]3[C:21]=2[C:20]([S:22]([O-:25])(=[O:24])=[O:23])=[CH:19][CH:18]=[CH:17]3)(=[O:9])=[O:10])=[CH:6][CH:7]=1.[C:41]1([S+:34]([C:28]2[CH:29]=[CH:30][CH:31]=[CH:32][CH:33]=2)[C:35]2[CH:40]=[CH:39][CH:38]=[CH:37][CH:36]=2)[CH:42]=[CH:43][CH:44]=[CH:45][CH:46]=1. Given the reactants [CH3:1][C:2]1[CH:7]=[CH:6][C:5]([S:8]([O:11][C:12]2[CH:13]=[CH:14][CH:15]=[C:16]3[C:21]=2[C:20]([S:22]([O-:25])(=[O:24])=[O:23])=[CH:19][CH:18]=[CH:17]3)(=[O:10])=[O:9])=[CH:4][CH:3]=1.[Na+].[Cl-].[C:28]1([S+:34]([C:41]2[CH:46]=[CH:45][CH:44]=[CH:43][CH:42]=2)[C:35]2[CH:40]=[CH:39][CH:38]=[CH:37][CH:36]=2)[CH:33]=[CH:32][CH:31]=[CH:30][CH:29]=1, predict the reaction product. (2) Given the reactants [C:1]([O:5][C:6]([NH:8][C@H:9]([C:19](N(OC)C)=[O:20])[CH2:10][CH2:11][C:12]([O:14][C:15]([CH3:18])([CH3:17])[CH3:16])=[O:13])=[O:7])([CH3:4])([CH3:3])[CH3:2].[CH:25]([Mg]Br)=[CH2:26], predict the reaction product. The product is: [C:1]([O:5][C:6]([NH:8][C@H:9]([C:19](=[O:20])[CH:25]=[CH2:26])[CH2:10][CH2:11][C:12]([O:14][C:15]([CH3:16])([CH3:17])[CH3:18])=[O:13])=[O:7])([CH3:2])([CH3:3])[CH3:4].